Dataset: TCR-epitope binding with 47,182 pairs between 192 epitopes and 23,139 TCRs. Task: Binary Classification. Given a T-cell receptor sequence (or CDR3 region) and an epitope sequence, predict whether binding occurs between them. (1) The epitope is IPIQASLPF. The TCR CDR3 sequence is CASSSARQGSQPQHF. Result: 0 (the TCR does not bind to the epitope). (2) The epitope is MPASWVMRI. The TCR CDR3 sequence is CASSLWDRSPETQYF. Result: 1 (the TCR binds to the epitope). (3) The epitope is LPPAYTNSF. The TCR CDR3 sequence is CSVDIGVLGTQYF. Result: 1 (the TCR binds to the epitope). (4) The epitope is ALLADKFPV. The TCR CDR3 sequence is CASSLPSYEQYF. Result: 0 (the TCR does not bind to the epitope). (5) The epitope is TLVPQEHYV. The TCR CDR3 sequence is CASSLTMGADTQYF. Result: 1 (the TCR binds to the epitope). (6) The epitope is LPPAYTNSF. The TCR CDR3 sequence is CASSGLQTQRDEQYF. Result: 1 (the TCR binds to the epitope). (7) The epitope is YLNTLTLAV. The TCR CDR3 sequence is CASSLTLSGSSYNEQFF. Result: 1 (the TCR binds to the epitope). (8) The epitope is GTSGSPIVNR. The TCR CDR3 sequence is CASRLRTSGGTDTQYF. Result: 0 (the TCR does not bind to the epitope). (9) The epitope is RAKFKQLL. The TCR CDR3 sequence is CATTGGRRDRGRDEQYF. Result: 1 (the TCR binds to the epitope). (10) The epitope is QVPLRPMTYK. The TCR CDR3 sequence is CSARGADFSFF. Result: 0 (the TCR does not bind to the epitope).